The task is: Regression. Given two drug SMILES strings and cell line genomic features, predict the synergy score measuring deviation from expected non-interaction effect.. This data is from NCI-60 drug combinations with 297,098 pairs across 59 cell lines. (1) Drug 1: CC(C)(C#N)C1=CC(=CC(=C1)CN2C=NC=N2)C(C)(C)C#N. Drug 2: CC12CCC3C(C1CCC2OP(=O)(O)O)CCC4=C3C=CC(=C4)OC(=O)N(CCCl)CCCl.[Na+]. Cell line: CCRF-CEM. Synergy scores: CSS=-1.60, Synergy_ZIP=2.58, Synergy_Bliss=1.87, Synergy_Loewe=-2.09, Synergy_HSA=-1.90. (2) Drug 1: CC1CCC2CC(C(=CC=CC=CC(CC(C(=O)C(C(C(=CC(C(=O)CC(OC(=O)C3CCCCN3C(=O)C(=O)C1(O2)O)C(C)CC4CCC(C(C4)OC)OCCO)C)C)O)OC)C)C)C)OC. Drug 2: CC1CCCC2(C(O2)CC(NC(=O)CC(C(C(=O)C(C1O)C)(C)C)O)C(=CC3=CSC(=N3)C)C)C. Cell line: RXF 393. Synergy scores: CSS=35.1, Synergy_ZIP=-1.20, Synergy_Bliss=-1.35, Synergy_Loewe=-7.58, Synergy_HSA=2.05. (3) Drug 1: CNC(=O)C1=CC=CC=C1SC2=CC3=C(C=C2)C(=NN3)C=CC4=CC=CC=N4. Drug 2: C1CCC(C(C1)N)N.C(=O)(C(=O)[O-])[O-].[Pt+4]. Cell line: OVCAR-5. Synergy scores: CSS=14.8, Synergy_ZIP=-2.21, Synergy_Bliss=7.85, Synergy_Loewe=-4.88, Synergy_HSA=6.59.